Task: Predict the reactants needed to synthesize the given product.. Dataset: Full USPTO retrosynthesis dataset with 1.9M reactions from patents (1976-2016) (1) The reactants are: [C:1]([CH:3]([C:11]1[CH:16]=[CH:15][C:14]([C:17]([F:20])([F:19])[F:18])=[CH:13][N:12]=1)C(OC(C)(C)C)=O)#[N:2].C1(C)C=CC(S(O)(=O)=O)=CC=1. Given the product [F:19][C:17]([F:18])([F:20])[C:14]1[CH:15]=[CH:16][C:11]([CH2:3][C:1]#[N:2])=[N:12][CH:13]=1, predict the reactants needed to synthesize it. (2) Given the product [CH3:19][O:18][C:16]1[CH:17]=[C:12]([CH2:11][CH2:10][C:8]2[N:9]=[C:4]3[CH:3]=[C:2]([C:42]4[CH:41]=[N:40][N:39]([CH2:38][CH2:37][N:36]([CH3:53])[CH3:35])[CH:43]=4)[NH:22][C:5]3=[N:6][CH:7]=2)[CH:13]=[C:14]([O:20][CH3:21])[CH:15]=1, predict the reactants needed to synthesize it. The reactants are: Br[C:2]1[N:22](S(C2C=CC=CC=2)(=O)=O)[C:5]2=[N:6][CH:7]=[C:8]([CH2:10][CH2:11][C:12]3[CH:17]=[C:16]([O:18][CH3:19])[CH:15]=[C:14]([O:20][CH3:21])[CH:13]=3)[N:9]=[C:4]2[CH:3]=1.ClCCl.[CH3:35][N:36]([CH3:53])[CH2:37][CH2:38][N:39]1[CH:43]=[C:42](B2OC(C)(C)C(C)(C)O2)[CH:41]=[N:40]1.P([O-])([O-])([O-])=O.[K+].[K+].[K+].C(=O)([O-])[O-].[K+].[K+]. (3) Given the product [Cl:1][C:2]1[CH:33]=[CH:32][CH:31]=[CH:30][C:3]=1[CH2:4][N:5]([CH3:29])[C:6]([C:8]1[N:9]=[N:10][N:11]([CH2:14][C:15]2[CH:20]=[C:19]([C:21]([F:23])([F:24])[F:22])[CH:18]=[C:17]([C:25]([F:26])([F:28])[F:27])[CH:16]=2)[C:12]=1[N:34]1[CH2:39][CH2:38][O:37][CH2:36][CH2:35]1)=[O:7], predict the reactants needed to synthesize it. The reactants are: [Cl:1][C:2]1[CH:33]=[CH:32][CH:31]=[CH:30][C:3]=1[CH2:4][N:5]([CH3:29])[C:6]([C:8]1[N:9]=[N:10][N:11]([CH2:14][C:15]2[CH:20]=[C:19]([C:21]([F:24])([F:23])[F:22])[CH:18]=[C:17]([C:25]([F:28])([F:27])[F:26])[CH:16]=2)[C:12]=1Cl)=[O:7].[NH:34]1[CH2:39][CH2:38][O:37][CH2:36][CH2:35]1. (4) Given the product [N:29]1([C:34]2[CH:41]=[CH:40][C:37]([CH2:38][NH:1][C:2]3[N:6]([C@@H:7]4[O:19][C@H:18]([CH2:20][OH:21])[C@@H:13]([OH:14])[C@H:8]4[OH:9])[C:5]4[CH:25]=[CH:26][CH:27]=[CH:28][C:4]=4[N:3]=3)=[CH:36][CH:35]=2)[CH:33]=[CH:32][N:31]=[CH:30]1, predict the reactants needed to synthesize it. The reactants are: [NH2:1][C:2]1[N:6]([C@@H:7]2[O:19][C@H:18]([CH2:20][O:21]C(=O)C)[C@@H:13]([O:14]C(=O)C)[C@H:8]2[O:9]C(=O)C)[C:5]2[CH:25]=[CH:26][CH:27]=[CH:28][C:4]=2[N:3]=1.[N:29]1([C:34]2[CH:41]=[CH:40][C:37]([CH:38]=O)=[CH:36][CH:35]=2)[CH:33]=[CH:32][N:31]=[CH:30]1.C(O)(=O)C.C(O[BH-](OC(=O)C)OC(=O)C)(=O)C.[Na+]. (5) Given the product [C:60]([O:59][C@@H:4]1[C:3]2[C:15]([CH3:16])([CH3:17])[C@@:14]([OH:41])([CH2:18][C@H:19]([O:20][C:21](=[O:22])[C@H:23]([OH:40])[C@@H:24]([NH:31][C:32](=[O:33])[C:34]3[CH:39]=[CH:38][CH:37]=[CH:36][CH:35]=3)[C:25]3[CH:26]=[CH:27][CH:28]=[CH:29][CH:30]=3)[C:2]=2[CH3:1])[C@@H:13]([O:42][C:43](=[O:44])[C:45]2[CH:50]=[CH:49][CH:48]=[CH:47][CH:46]=2)[CH:12]2[C@:11]3([O:53][C:54](=[O:55])[CH3:56])[CH2:51][O:52][C@@H:10]3[CH2:9][C@H:8]([O:57][Si:69]3([O:74][CH2:75][C:76]([O:78][CH2:79][C:80]4[CH:81]=[CH:82][CH:83]=[CH:84][CH:85]=4)=[O:77])[CH2:70][CH2:71][CH2:72][CH2:73]3)[C@@:7]2([CH3:58])[C:5]1=[O:6])(=[O:61])[CH3:62], predict the reactants needed to synthesize it. The reactants are: [CH3:1][C:2]1[C@@H:19]([O:20][C:21]([C@H:23]([OH:40])[C@@H:24]([NH:31][C:32]([C:34]2[CH:35]=[CH:36][CH:37]=[CH:38][CH:39]=2)=[O:33])[C:25]2[CH:26]=[CH:27][CH:28]=[CH:29][CH:30]=2)=[O:22])[CH2:18][C@:14]2([OH:41])[C:15]([CH3:17])([CH3:16])[C:3]=1[C@@H:4]([O:59][C:60]([CH3:62])=[O:61])[C:5]([C@@:7]1([CH3:58])[C@H:12]([C@@H:13]2[O:42][C:43]([C:45]2[CH:46]=[CH:47][CH:48]=[CH:49][CH:50]=2)=[O:44])[C@:11]2([O:53][C:54]([CH3:56])=[O:55])[CH2:51][O:52][C@@H:10]2[CH2:9][C@@H:8]1[OH:57])=[O:6].N1C=CN=C1.Cl[Si:69]1([O:74][CH2:75][C:76]([O:78][CH2:79][C:80]2[CH:85]=[CH:84][CH:83]=[CH:82][CH:81]=2)=[O:77])[CH2:73][CH2:72][CH2:71][CH2:70]1.[SiH3]Cl. (6) Given the product [Cl:7][C:8]1[CH:15]=[C:14]([Cl:16])[CH:13]=[CH:12][C:9]=1[CH2:10][CH:2]1[CH2:3][CH2:4][O:5][C:1]1=[O:6], predict the reactants needed to synthesize it. The reactants are: [C:1]1(=[O:6])[O:5][CH2:4][CH2:3][CH2:2]1.[Cl:7][C:8]1[CH:15]=[C:14]([Cl:16])[CH:13]=[CH:12][C:9]=1[CH2:10]I.